This data is from Peptide-MHC class I binding affinity with 185,985 pairs from IEDB/IMGT. The task is: Regression. Given a peptide amino acid sequence and an MHC pseudo amino acid sequence, predict their binding affinity value. This is MHC class I binding data. (1) The peptide sequence is NEGIMAVGL. The MHC is HLA-B44:03 with pseudo-sequence HLA-B44:03. The binding affinity (normalized) is 0.321. (2) The peptide sequence is FSFPQITLW. The MHC is HLA-A30:01 with pseudo-sequence HLA-A30:01. The binding affinity (normalized) is 0.357. (3) The peptide sequence is QLSLRMLSL. The MHC is HLA-A31:01 with pseudo-sequence HLA-A31:01. The binding affinity (normalized) is 0.0847. (4) The peptide sequence is YLVQQESSFV. The MHC is HLA-A02:06 with pseudo-sequence HLA-A02:06. The binding affinity (normalized) is 0.449. (5) The peptide sequence is HIDPMWKVL. The MHC is HLA-A02:12 with pseudo-sequence HLA-A02:12. The binding affinity (normalized) is 0.0847.